This data is from Catalyst prediction with 721,799 reactions and 888 catalyst types from USPTO. The task is: Predict which catalyst facilitates the given reaction. (1) Product: [Br:1][C:2]1[CH:7]=[C:6]([F:8])[C:5]([N+:10]([O-:12])=[O:11])=[CH:4][C:3]=1[F:9]. Reactant: [Br:1][C:2]1[CH:7]=[C:6]([F:8])[CH:5]=[CH:4][C:3]=1[F:9].[N+:10]([O-])([OH:12])=[O:11]. The catalyst class is: 65. (2) Reactant: [OH:1][C:2]1[CH:3]=[C:4]([CH:7]=[CH:8][CH:9]=1)[CH:5]=O.C(O)(=O)[CH2:11][C:12]([OH:14])=[O:13].N1CCCCC1. Product: [OH:1][C:2]1[CH:3]=[C:4]([CH:7]=[CH:8][CH:9]=1)[CH:5]=[CH:11][C:12]([OH:14])=[O:13]. The catalyst class is: 15.